Dataset: Merck oncology drug combination screen with 23,052 pairs across 39 cell lines. Task: Regression. Given two drug SMILES strings and cell line genomic features, predict the synergy score measuring deviation from expected non-interaction effect. (1) Drug 1: CNC(=O)c1cc(Oc2ccc(NC(=O)Nc3ccc(Cl)c(C(F)(F)F)c3)cc2)ccn1. Drug 2: CCc1cnn2c(NCc3ccc[n+]([O-])c3)cc(N3CCCCC3CCO)nc12. Cell line: MSTO. Synergy scores: synergy=-10.5. (2) Drug 1: CC(=O)OC1C(=O)C2(C)C(O)CC3OCC3(OC(C)=O)C2C(OC(=O)c2ccccc2)C2(O)CC(OC(=O)C(O)C(NC(=O)c3ccccc3)c3ccccc3)C(C)=C1C2(C)C. Drug 2: CC1(c2nc3c(C(N)=O)cccc3[nH]2)CCCN1. Cell line: COLO320DM. Synergy scores: synergy=10.5. (3) Drug 1: O=c1[nH]cc(F)c(=O)[nH]1. Drug 2: NC1(c2ccc(-c3nc4ccn5c(=O)[nH]nc5c4cc3-c3ccccc3)cc2)CCC1. Cell line: VCAP. Synergy scores: synergy=8.88. (4) Drug 1: CN1C(=O)C=CC2(C)C3CCC4(C)C(NC(=O)OCC(F)(F)F)CCC4C3CCC12. Drug 2: O=C(NOCC(O)CO)c1ccc(F)c(F)c1Nc1ccc(I)cc1F. Cell line: PA1. Synergy scores: synergy=31.9. (5) Drug 1: O=S1(=O)NC2(CN1CC(F)(F)F)C1CCC2Cc2cc(C=CCN3CCC(C(F)(F)F)CC3)ccc2C1. Drug 2: CCc1c2c(nc3ccc(O)cc13)-c1cc3c(c(=O)n1C2)COC(=O)C3(O)CC. Cell line: RPMI7951. Synergy scores: synergy=29.4.